Dataset: NCI-60 drug combinations with 297,098 pairs across 59 cell lines. Task: Regression. Given two drug SMILES strings and cell line genomic features, predict the synergy score measuring deviation from expected non-interaction effect. (1) Drug 1: CC12CCC3C(C1CCC2=O)CC(=C)C4=CC(=O)C=CC34C. Drug 2: C1CN(CCN1C(=O)CCBr)C(=O)CCBr. Cell line: SF-268. Synergy scores: CSS=47.1, Synergy_ZIP=-2.58, Synergy_Bliss=0.818, Synergy_Loewe=1.69, Synergy_HSA=2.70. (2) Drug 1: CC(CN1CC(=O)NC(=O)C1)N2CC(=O)NC(=O)C2. Drug 2: CC=C1C(=O)NC(C(=O)OC2CC(=O)NC(C(=O)NC(CSSCCC=C2)C(=O)N1)C(C)C)C(C)C. Cell line: SK-OV-3. Synergy scores: CSS=41.3, Synergy_ZIP=-0.936, Synergy_Bliss=-0.367, Synergy_Loewe=-26.3, Synergy_HSA=0.460. (3) Drug 2: CC=C1C(=O)NC(C(=O)OC2CC(=O)NC(C(=O)NC(CSSCCC=C2)C(=O)N1)C(C)C)C(C)C. Cell line: UO-31. Drug 1: CC1C(C(CC(O1)OC2CC(CC3=C2C(=C4C(=C3O)C(=O)C5=C(C4=O)C(=CC=C5)OC)O)(C(=O)C)O)N)O.Cl. Synergy scores: CSS=12.9, Synergy_ZIP=-3.70, Synergy_Bliss=0.163, Synergy_Loewe=1.62, Synergy_HSA=1.55. (4) Drug 1: C1=CN(C=N1)CC(O)(P(=O)(O)O)P(=O)(O)O. Drug 2: C1CC(=O)NC(=O)C1N2C(=O)C3=CC=CC=C3C2=O. Cell line: UACC62. Synergy scores: CSS=1.12, Synergy_ZIP=-0.561, Synergy_Bliss=0.623, Synergy_Loewe=-1.77, Synergy_HSA=-0.105. (5) Drug 1: C1=NC2=C(N=C(N=C2N1C3C(C(C(O3)CO)O)O)F)N. Drug 2: C1C(C(OC1N2C=NC3=C2NC=NCC3O)CO)O. Cell line: HCC-2998. Synergy scores: CSS=39.2, Synergy_ZIP=-3.56, Synergy_Bliss=-6.88, Synergy_Loewe=-9.31, Synergy_HSA=-3.66.